Dataset: Catalyst prediction with 721,799 reactions and 888 catalyst types from USPTO. Task: Predict which catalyst facilitates the given reaction. Reactant: C1C2C3=CC4C=CC(C(N)=O)=CC=4N3CC=CC=2C=CC=1.[N:22]1([C:28]([O:30]C(C)(C)C)=O)[CH2:27][CH2:26][NH:25][CH2:24][CH2:23]1.[OH:35][C:36](C)([CH3:40])[C:37](O)=O.CN(C(ON1N=NC2C=CC=NC1=2)=[N+](C)C)C.F[P-](F)(F)(F)(F)F.Cl. Product: [OH:35][C:36]([CH3:40])([CH3:37])[C:28]([N:22]1[CH2:23][CH2:24][NH:25][CH2:26][CH2:27]1)=[O:30]. The catalyst class is: 851.